Dataset: Full USPTO retrosynthesis dataset with 1.9M reactions from patents (1976-2016). Task: Predict the reactants needed to synthesize the given product. (1) Given the product [CH3:10][C:9]1[N:8]=[C:6]([C:5]2[CH:26]=[CH:27][CH:28]=[C:3]([O:2][CH3:1])[CH:4]=2)[N:16]2[C:11]=1[CH:12]=[N:13][C:14]([NH:17][C:18]1[CH:23]=[CH:22][C:21]([O:24][CH3:25])=[CH:20][CH:19]=1)=[N:15]2, predict the reactants needed to synthesize it. The reactants are: [CH3:1][O:2][C:3]1[CH:4]=[C:5]([CH:26]=[CH:27][CH:28]=1)[C:6]([NH:8][CH:9]([C:11]1[N:16]=[N:15][C:14]([NH:17][C:18]2[CH:23]=[CH:22][C:21]([O:24][CH3:25])=[CH:20][CH:19]=2)=[N:13][CH:12]=1)[CH3:10])=O.P(Cl)(Cl)(Cl)=O. (2) The reactants are: [F:1][C:2]([F:12])([F:11])[C:3]1[CH:10]=[CH:9][CH:8]=[CH:7][C:4]=1[CH:5]=O.[NH2:13][C:14]1[CH:18]=[CH:17][NH:16][N:15]=1.[F:19][C:20]([F:30])([F:29])[C:21](=O)[CH2:22][C:23]([O:25][CH2:26][CH3:27])=[O:24]. Given the product [F:19][C:20]([F:29])([F:30])[C:21]1[NH:13][C:14]2=[N:15][NH:16][CH:17]=[C:18]2[CH:5]([C:4]2[CH:7]=[CH:8][CH:9]=[CH:10][C:3]=2[C:2]([F:12])([F:11])[F:1])[C:22]=1[C:23]([O:25][CH2:26][CH3:27])=[O:24], predict the reactants needed to synthesize it. (3) The reactants are: [CH3:1][O:2][C:3]([C:5]1[S:14][C:8]2=[CH:9][N:10]=[CH:11][C:12](Br)=[C:7]2[CH:6]=1)=[O:4].[CH2:15]([Sn](CCCC)(CCCC)C=C)[CH2:16]CC. Given the product [CH3:1][O:2][C:3]([C:5]1[S:14][C:8]2=[CH:9][N:10]=[CH:11][C:12]([CH:15]=[CH2:16])=[C:7]2[CH:6]=1)=[O:4], predict the reactants needed to synthesize it. (4) Given the product [CH3:39][O:38][N:37]([CH3:36])[C:14]([C:16]1[N:17]([S:29](=[O:33])(=[O:34])[N:30]([CH3:31])[CH3:32])[N:18]=[C:19]([CH2:21][O:22][C:23]2[CH:24]=[CH:25][CH:26]=[CH:27][CH:28]=2)[CH:20]=1)=[O:15], predict the reactants needed to synthesize it. The reactants are: C([Mg]Cl)(C)C.C1COCC1.C(O[C:14]([C:16]1[N:17]([S:29](=[O:34])(=[O:33])[N:30]([CH3:32])[CH3:31])[N:18]=[C:19]([CH2:21][O:22][C:23]2[CH:28]=[CH:27][CH:26]=[CH:25][CH:24]=2)[CH:20]=1)=[O:15])C.Cl.[CH3:36][NH:37][O:38][CH3:39]. (5) Given the product [C:1]([N:5]([CH3:22])[C:6]([CH:8]1[CH2:13][CH2:12][C:11]2[C:14]3[C:19]([NH:35][C:27]4[CH:28]=[C:29]5[C:33](=[CH:34][C:26]=4[O:25][CH2:23][CH3:24])[NH:32][N:31]=[CH:30]5)=[N:18][CH:17]=[N:16][C:15]=3[S:21][C:10]=2[CH2:9]1)=[O:7])([CH3:4])([CH3:3])[CH3:2], predict the reactants needed to synthesize it. The reactants are: [C:1]([N:5]([CH3:22])[C:6]([CH:8]1[CH2:13][CH2:12][C:11]2[C:14]3[C:19](Cl)=[N:18][CH:17]=[N:16][C:15]=3[S:21][C:10]=2[CH2:9]1)=[O:7])([CH3:4])([CH3:3])[CH3:2].[CH2:23]([O:25][C:26]1[CH:34]=[C:33]2[C:29]([CH:30]=[N:31][NH:32]2)=[CH:28][C:27]=1[NH2:35])[CH3:24].